This data is from Full USPTO retrosynthesis dataset with 1.9M reactions from patents (1976-2016). The task is: Predict the reactants needed to synthesize the given product. (1) Given the product [Cl:29][C:25]1[CH:24]=[C:23]2[C:28](=[CH:27][CH:26]=1)[N:20]([S:17]([C:15]1[CH:14]=[CH:13][C:12]([O:30][CH3:31])=[C:11]([N:8]3[CH2:7][CH2:6][NH:5][CH2:10][CH2:9]3)[CH:16]=1)(=[O:19])=[O:18])[CH:21]=[CH:22]2, predict the reactants needed to synthesize it. The reactants are: ClC(Cl)(Cl)C([N:5]1[CH2:10][CH2:9][N:8]([C:11]2[CH:16]=[C:15]([S:17]([N:20]3[C:28]4[C:23](=[CH:24][C:25]([Cl:29])=[CH:26][CH:27]=4)[CH:22]=[CH:21]3)(=[O:19])=[O:18])[CH:14]=[CH:13][C:12]=2[O:30][CH3:31])[CH2:7][CH2:6]1)=O.[OH-].[K+]. (2) Given the product [Cl:38][C:27]1[CH:28]=[C:29]([O:32][CH2:33][C:34]([F:35])([F:36])[F:37])[CH:30]=[CH:31][C:26]=1[CH2:25][N:9]1[CH2:10][CH2:11][C:12]2[C:17](=[CH:16][CH:15]=[C:14]([CH:18]([NH:20][C:21](=[O:23])[CH3:22])[CH3:19])[CH:13]=2)[CH2:8]1, predict the reactants needed to synthesize it. The reactants are: OC(C(F)(F)F)=O.[CH2:8]1[C:17]2[C:12](=[CH:13][C:14]([CH:18]([NH:20][C:21](=[O:23])[CH3:22])[CH3:19])=[CH:15][CH:16]=2)[CH2:11][CH2:10][NH:9]1.Br[CH2:25][C:26]1[CH:31]=[CH:30][C:29]([O:32][CH2:33][C:34]([F:37])([F:36])[F:35])=[CH:28][C:27]=1[Cl:38]. (3) The reactants are: [CH2:1]([C:8]([NH2:13])([CH2:11][CH3:12])[CH2:9][CH3:10])[C:2]1[CH:7]=[CH:6][CH:5]=[CH:4][CH:3]=1.ClC(Cl)(Cl)C1O[N:17]1[C:19]([O:21][C:22]([CH3:25])([CH3:24])[CH3:23])=[O:20]. Given the product [CH2:1]([C:8]([NH:13][NH:17][C:19]([O:21][C:22]([CH3:25])([CH3:24])[CH3:23])=[O:20])([CH2:11][CH3:12])[CH2:9][CH3:10])[C:2]1[CH:7]=[CH:6][CH:5]=[CH:4][CH:3]=1, predict the reactants needed to synthesize it. (4) Given the product [CH3:14][C:2]1[CH:11]=[N:10][C:5]2=[N:6][CH:7]=[CH:8][N:9]=[C:4]2[CH:3]=1, predict the reactants needed to synthesize it. The reactants are: Br[C:2]1[CH:11]=[N:10][C:5]2=[N:6][CH:7]=[CH:8][N:9]=[C:4]2[CH:3]=1.B([O-])O[CH3:14].C(=O)([O-])[O-].[Cs+].[Cs+].C1(P(C2C=CC=CC=2)C2C=CC=CC=2)C=CC=CC=1.C(=O)([O-])O.[Na+].